This data is from Full USPTO retrosynthesis dataset with 1.9M reactions from patents (1976-2016). The task is: Predict the reactants needed to synthesize the given product. (1) The reactants are: [CH3:1][O:2][C:3]([C:5]1([CH2:12][C:13]2[CH:18]=[CH:17][C:16]([Cl:19])=[CH:15][CH:14]=2)[CH2:9][CH2:8][CH:7]([CH3:10])[C:6]1=[O:11])=[O:4].[H-].[Na+]. Given the product [CH3:1][O:2][C:3]([C:5]1([CH2:12][C:13]2[CH:14]=[CH:15][C:16]([Cl:19])=[CH:17][CH:18]=2)[CH2:9][CH2:8][C:7]([CH2:17][C:16]([Cl:19])=[CH2:15])([CH3:10])[C:6]1=[O:11])=[O:4], predict the reactants needed to synthesize it. (2) Given the product [NH2:1][C:2]1[N:24]=[CH:23][CH:22]=[CH:21][C:3]=1[C:4]([NH:6][CH2:7][C:8]1[S:9][C:10]([O:13][C:14]2[CH:19]=[CH:18][CH:17]=[C:16]([C:32]#[N:33])[CH:15]=2)=[CH:11][CH:12]=1)=[O:5], predict the reactants needed to synthesize it. The reactants are: [NH2:1][C:2]1[N:24]=[CH:23][CH:22]=[CH:21][C:3]=1[C:4]([NH:6][CH2:7][C:8]1[S:9][C:10]([O:13][C:14]2[CH:19]=[CH:18][CH:17]=[C:16](Br)[CH:15]=2)=[CH:11][CH:12]=1)=[O:5].C(OCC)(=O)C.O.[CH3:32][N:33](C)C=O. (3) Given the product [C:1]([N:4]1[CH2:11][C:10]2[CH:12]=[CH:13][C:14]([S:16]([CH2:18][CH2:19][CH2:20][CH3:21])=[O:17])=[CH:15][C:9]=2[CH2:8][CH2:7][C:6]2[CH:22]=[CH:23][CH:24]=[CH:25][C:5]1=2)(=[O:3])[CH3:2], predict the reactants needed to synthesize it. The reactants are: [C:1]([N:4]1[CH2:11][C:10]2[CH:12]=[CH:13][C:14]([S:16]([CH2:18][CH2:19][CH2:20][CH3:21])=[O:17])=[CH:15][C:9]=2[CH:8]=[CH:7][C:6]2[CH:22]=[CH:23][CH:24]=[CH:25][C:5]1=2)(=[O:3])[CH3:2]. (4) Given the product [CH3:1][O:2][C:3]1[CH:4]=[C:5]([NH:9][CH:25]([CH3:26])[CH2:21][C:22]([O:24][C:19]([CH3:18])([CH3:20])[CH3:39])=[O:23])[CH:6]=[CH:7][CH:8]=1, predict the reactants needed to synthesize it. The reactants are: [CH3:1][O:2][C:3]1[CH:8]=[CH:7][CH:6]=[C:5]([NH2:9])[CH:4]=1.C(OC[CH2:18][CH2:19][CH3:20])(=O)CC(C)=O.[CH3:21][C:22]([OH:24])=[O:23].[C:25](O[BH-](OC(=O)C)OC(=O)C)(=O)[CH3:26].[Na+].[CH2:39](Cl)Cl.